This data is from Catalyst prediction with 721,799 reactions and 888 catalyst types from USPTO. The task is: Predict which catalyst facilitates the given reaction. (1) Reactant: Br[C:2]1[C:6]2[CH:7]=[N:8][C:9]([NH2:23])=[C:10]([O:11][C@@H:12]([C:14]3[C:19]([Cl:20])=[CH:18][CH:17]=[C:16]([F:21])[C:15]=3[Cl:22])[CH3:13])[C:5]=2[O:4][CH:3]=1.C(OC([N:31]1[CH2:35][CH2:34][C@H:33]([N:36]2[CH:40]=[C:39](B3OC(C)(C)C(C)(C)O3)[CH:38]=[N:37]2)[CH2:32]1)=O)(C)(C)C.C(=O)([O-])[O-].[K+].[K+]. Product: [Cl:22][C:15]1[C:16]([F:21])=[CH:17][CH:18]=[C:19]([Cl:20])[C:14]=1[C@H:12]([O:11][C:10]1[C:5]2[O:4][CH:3]=[C:2]([C:39]3[CH:38]=[N:37][N:36]([C@H:33]4[CH2:34][CH2:35][NH:31][CH2:32]4)[CH:40]=3)[C:6]=2[CH:7]=[N:8][C:9]=1[NH2:23])[CH3:13]. The catalyst class is: 38. (2) Reactant: C(OC([NH:8][C:9]1[CH:14]=[CH:13][C:12]([CH:15]([CH3:34])[C:16]([NH:18][C:19]2[N:23](C(OC(C)(C)C)=O)[N:22]=[C:21]([CH:31]3[CH2:33][CH2:32]3)[CH:20]=2)=[O:17])=[CH:11][CH:10]=1)=O)(C)(C)C.FC(F)(F)C(O)=O. Product: [NH2:8][C:9]1[CH:10]=[CH:11][C:12]([CH:15]([CH3:34])[C:16]([NH:18][C:19]2[CH:20]=[C:21]([CH:31]3[CH2:33][CH2:32]3)[NH:22][N:23]=2)=[O:17])=[CH:13][CH:14]=1. The catalyst class is: 4. (3) Reactant: [C:1]([C:3]1[CH:4]=[C:5]([C:9]2[C:10]3[N:11]([C:28]([CH2:31][CH3:32])=[CH:29][CH:30]=3)[N:12]=[C:13]([CH3:27])[C:14]=2[CH2:15][CH2:16][CH2:17][CH2:18][NH:19]C(=O)OC(C)(C)C)[CH:6]=[CH:7][CH:8]=1)#[N:2].[ClH:33]. Product: [ClH:33].[NH2:19][CH2:18][CH2:17][CH2:16][CH2:15][C:14]1[C:13]([CH3:27])=[N:12][N:11]2[C:28]([CH2:31][CH3:32])=[CH:29][CH:30]=[C:10]2[C:9]=1[C:5]1[CH:4]=[C:3]([CH:8]=[CH:7][CH:6]=1)[C:1]#[N:2]. The catalyst class is: 13. (4) Reactant: [C:1]([NH:8][O:9][CH2:10][CH2:11][OH:12])([O:3][C:4]([CH3:7])([CH3:6])[CH3:5])=[O:2].[Br:13][C:14]([CH3:19])([CH3:18])[C:15](O)=[O:16].C(N(CC)CC)C. Product: [Br:13][C:14]([CH3:19])([CH3:18])[C:15]([O:12][CH2:11][CH2:10][O:9][NH:8][C:1]([O:3][C:4]([CH3:6])([CH3:7])[CH3:5])=[O:2])=[O:16]. The catalyst class is: 4. (5) Reactant: [S:1]1[C:5]([C@H:6]([O:26][Si:27]([C:40]([CH3:43])([CH3:42])[CH3:41])([C:34]2[CH:39]=[CH:38][CH:37]=[CH:36][CH:35]=2)[C:28]2[CH:33]=[CH:32][CH:31]=[CH:30][CH:29]=2)/[CH:7]=[CH:8]/[C@H:9]2[C:13](=[O:14])[CH2:12][C@H:11]([OH:15])[C@@H:10]2[CH2:16]/[CH:17]=[CH:18]\[CH2:19][CH2:20][CH2:21][C:22]([O:24][CH3:25])=[O:23])=[CH:4][C:3]2[CH:44]=[CH:45][CH:46]=[CH:47][C:2]1=2.[O:48]1[CH:53]=[CH:52][CH2:51][CH2:50][CH2:49]1.C1(C)C=CC(S(O)(=O)=O)=CC=1. Product: [S:1]1[C:5]([C@H:6]([O:26][Si:27]([C:40]([CH3:43])([CH3:42])[CH3:41])([C:34]2[CH:39]=[CH:38][CH:37]=[CH:36][CH:35]=2)[C:28]2[CH:29]=[CH:30][CH:31]=[CH:32][CH:33]=2)/[CH:7]=[CH:8]/[C@H:9]2[C:13](=[O:14])[CH2:12][C@H:11]([O:15][CH:49]3[CH2:50][CH2:51][CH2:52][CH2:53][O:48]3)[C@@H:10]2[CH2:16]/[CH:17]=[CH:18]\[CH2:19][CH2:20][CH2:21][C:22]([O:24][CH3:25])=[O:23])=[CH:4][C:3]2[CH:44]=[CH:45][CH:46]=[CH:47][C:2]1=2. The catalyst class is: 448. (6) Reactant: C(=O)([O-])[O-].[K+].[K+].Br[CH2:8][C:9]1[CH:14]=[CH:13][C:12]([N+:15]([O-:17])=[O:16])=[C:11]([F:18])[CH:10]=1.[NH:19]1[CH:23]=[CH:22][N:21]=[CH:20]1. Product: [F:18][C:11]1[CH:10]=[C:9]([CH:14]=[CH:13][C:12]=1[N+:15]([O-:17])=[O:16])[CH2:8][N:19]1[CH:23]=[CH:22][N:21]=[CH:20]1. The catalyst class is: 10. (7) Reactant: [SH:1][C:2]1[N:3]([CH3:15])[C:4]([C:7]2[CH:12]=[CH:11][N:10]([CH3:13])[C:9](=[O:14])[CH:8]=2)=[N:5][N:6]=1.[OH-].[Na+].[CH2:18](O)C.IC. Product: [CH3:13][N:10]1[CH:11]=[CH:12][C:7]([C:4]2[N:3]([CH3:15])[C:2]([S:1][CH3:18])=[N:6][N:5]=2)=[CH:8][C:9]1=[O:14]. The catalyst class is: 6.